Dataset: Forward reaction prediction with 1.9M reactions from USPTO patents (1976-2016). Task: Predict the product of the given reaction. (1) The product is: [CH:9]1[C:10]2[NH:11][C:12]3[C:17](=[CH:16][CH:15]=[CH:14][CH:13]=3)[C:18]=2[C:6]([O:5][CH2:4][C@@H:2]([OH:1])[CH2:3][NH:19][CH2:20][CH:21]2[CH2:26][CH2:25][N:24]([CH:27]([CH3:29])[CH3:28])[CH2:23][CH2:22]2)=[CH:7][CH:8]=1. Given the reactants [O:1]1[CH2:3][C@H:2]1[CH2:4][O:5][C:6]1[C:18]2[C:17]3[C:12](=[CH:13][CH:14]=[CH:15][CH:16]=3)[NH:11][C:10]=2[CH:9]=[CH:8][CH:7]=1.[NH2:19][CH2:20][CH:21]1[CH2:26][CH2:25][N:24]([CH:27]([CH3:29])[CH3:28])[CH2:23][CH2:22]1, predict the reaction product. (2) Given the reactants O.[N:2]1[CH:7]=[C:6](B(O)O)[CH:5]=[N:4][CH:3]=1.[CH3:11][N:12]([C:22]1[CH:27]=[CH:26][C:25]([NH:28][C:29]([NH:31][C:32]2[CH:37]=[CH:36][CH:35]=[CH:34][CH:33]=2)=[O:30])=[CH:24][CH:23]=1)[S:13]([C:16]1[S:17][C:18](Br)=[CH:19][CH:20]=1)(=[O:15])=[O:14].C([O-])([O-])=O.[Na+].[Na+], predict the reaction product. The product is: [CH3:11][N:12]([C:22]1[CH:23]=[CH:24][C:25]([NH:28][C:29]([NH:31][C:32]2[CH:37]=[CH:36][CH:35]=[CH:34][CH:33]=2)=[O:30])=[CH:26][CH:27]=1)[S:13]([C:16]1[S:17][C:18]([C:6]2[CH:7]=[N:2][CH:3]=[N:4][CH:5]=2)=[CH:19][CH:20]=1)(=[O:15])=[O:14]. (3) Given the reactants [NH2:1][C@@H:2]1[CH2:7][CH2:6][C@H:5]([N:8]2[C:13](=[O:14])[C:12]3[CH:15]=[C:16]([F:19])[CH:17]=[N:18][C:11]=3[N:10]([C:20]3[CH:21]=[C:22]([C:26]4[CH:31]=[CH:30][C:29]([OH:32])=[CH:28][C:27]=4[CH2:33][N:34]4[CH2:39][CH2:38][O:37][CH2:36][CH2:35]4)[CH:23]=[CH:24][CH:25]=3)[C:9]2=[O:40])[CH2:4][CH2:3]1.ClCCCl.[CH3:45][C:46]1[CH:47]=[CH:48][C:49]2[N:50]([CH:52]=[C:53]([CH:55]=O)[N:54]=2)[CH:51]=1.C(O[BH-](OC(=O)C)OC(=O)C)(=O)C.[Na+], predict the reaction product. The product is: [F:19][C:16]1[CH:17]=[N:18][C:11]2[N:10]([C:20]3[CH:21]=[C:22]([C:26]4[CH:31]=[CH:30][C:29]([OH:32])=[CH:28][C:27]=4[CH2:33][N:34]4[CH2:39][CH2:38][O:37][CH2:36][CH2:35]4)[CH:23]=[CH:24][CH:25]=3)[C:9](=[O:40])[N:8]([C@H:5]3[CH2:6][CH2:7][C@@H:2]([NH:1][CH2:55][C:53]4[N:54]=[C:49]5[CH:48]=[CH:47][C:46]([CH3:45])=[CH:51][N:50]5[CH:52]=4)[CH2:3][CH2:4]3)[C:13](=[O:14])[C:12]=2[CH:15]=1. (4) Given the reactants Br[C:2]1[CH:3]=[C:4]([CH:8]2[CH2:17][C:16]([CH3:19])([CH3:18])[C:15]3[C:10](=[C:11]([CH3:21])[CH:12]=[C:13]([F:20])[CH:14]=3)[NH:9]2)[CH:5]=[CH:6][CH:7]=1.[NH2:22][C:23]([CH3:28])([CH3:27])[C:24]([OH:26])=[O:25].C(=O)([O-])[O-].[K+].[K+], predict the reaction product. The product is: [F:20][C:13]1[CH:14]=[C:15]2[C:10](=[C:11]([CH3:21])[CH:12]=1)[NH:9][CH:8]([C:4]1[CH:3]=[C:2]([NH:22][C:23]([CH3:28])([CH3:27])[C:24]([OH:26])=[O:25])[CH:7]=[CH:6][CH:5]=1)[CH2:17][C:16]2([CH3:19])[CH3:18].